Dataset: Full USPTO retrosynthesis dataset with 1.9M reactions from patents (1976-2016). Task: Predict the reactants needed to synthesize the given product. (1) Given the product [ClH:37].[NH2:7][CH:8]([C:9]1[C:14](=[O:15])[CH2:13][CH2:12][CH2:11][C:10]=1[NH:16][C:17]1[CH:22]=[CH:21][CH:20]=[C:19]([C:23]([F:26])([F:24])[F:25])[CH:18]=1)[C:27]1[CH:32]=[CH:31][C:30]([C:33]#[N:34])=[CH:29][C:28]=1[Br:35], predict the reactants needed to synthesize it. The reactants are: C(OC(=O)[NH:7][CH:8]([C:27]1[CH:32]=[CH:31][C:30]([C:33]#[N:34])=[CH:29][C:28]=1[Br:35])[C:9]1[C:14](=[O:15])[CH2:13][CH2:12][CH2:11][C:10]=1[NH:16][C:17]1[CH:22]=[CH:21][CH:20]=[C:19]([C:23]([F:26])([F:25])[F:24])[CH:18]=1)(C)(C)C.[ClH:37].O1CCOCC1. (2) Given the product [S:56]([C:53]1[CH:54]=[CH:55][C:50]([CH3:60])=[CH:51][CH:52]=1)([OH:59])(=[O:58])=[O:57].[NH2:40][C@@H:36]([CH2:35][C:16]1[CH:17]=[CH:18][C:19]([O:20][C:21](=[O:34])[C:22]([CH3:23])([O:24][C:25](=[O:32])[C:26]2[CH:31]=[CH:30][CH:29]=[CH:28][CH:27]=2)[CH3:33])=[C:14]([O:13][C:11](=[O:12])[C:10]([O:9][C:1](=[O:8])[C:2]2[CH:3]=[CH:4][CH:5]=[CH:6][CH:7]=2)([CH3:49])[CH3:48])[CH:15]=1)[C:37]([OH:39])=[O:38], predict the reactants needed to synthesize it. The reactants are: [C:1]([O:9][C:10]([CH3:49])([CH3:48])[C:11]([O:13][C:14]1[CH:15]=[C:16]([CH2:35][C@H:36]([NH:40]C(OC(C)(C)C)=O)[C:37]([OH:39])=[O:38])[CH:17]=[CH:18][C:19]=1[O:20][C:21](=[O:34])[C:22]([CH3:33])([O:24][C:25](=[O:32])[C:26]1[CH:31]=[CH:30][CH:29]=[CH:28][CH:27]=1)[CH3:23])=[O:12])(=[O:8])[C:2]1[CH:7]=[CH:6][CH:5]=[CH:4][CH:3]=1.[C:50]1([CH3:60])[CH:55]=[CH:54][C:53]([S:56]([OH:59])(=[O:58])=[O:57])=[CH:52][CH:51]=1. (3) The reactants are: [C:1](Cl)(=[O:3])[CH3:2].[CH:5]([O:8][C:9]([N:11]1[CH2:17][CH2:16][CH2:15][CH:14]([NH:18][CH2:19][C:20]2[CH:25]=[C:24]([C:26]([F:29])([F:28])[F:27])[CH:23]=[C:22]([C:30]([F:33])([F:32])[F:31])[CH:21]=2)[C:13]2[CH:34]=[CH:35][C:36]([Cl:39])=[C:37]([CH3:38])[C:12]1=2)=[O:10])([CH3:7])[CH3:6].N1C=CC=CC=1. Given the product [CH:5]([O:8][C:9]([N:11]1[CH2:17][CH2:16][CH2:15][CH:14]([N:18]([C:1](=[O:3])[CH3:2])[CH2:19][C:20]2[CH:21]=[C:22]([C:30]([F:33])([F:31])[F:32])[CH:23]=[C:24]([C:26]([F:28])([F:29])[F:27])[CH:25]=2)[C:13]2[CH:34]=[CH:35][C:36]([Cl:39])=[C:37]([CH3:38])[C:12]1=2)=[O:10])([CH3:7])[CH3:6], predict the reactants needed to synthesize it. (4) Given the product [CH3:1][O:2][C:3]1[CH:18]=[CH:17][C:6]([C:7]([O:9][CH2:10][C:11]2[CH:16]=[CH:15][CH:14]=[CH:13][CH:12]=2)=[O:8])=[CH:5][C:4]=1[N:19]([CH2:25][CH2:26][N:27]1[CH2:32][CH2:31][O:30][CH2:29][CH2:28]1)[S:20]([CH3:23])(=[O:22])=[O:21], predict the reactants needed to synthesize it. The reactants are: [CH3:1][O:2][C:3]1[CH:18]=[CH:17][C:6]([C:7]([O:9][CH2:10][C:11]2[CH:16]=[CH:15][CH:14]=[CH:13][CH:12]=2)=[O:8])=[CH:5][C:4]=1[NH:19][S:20]([CH3:23])(=[O:22])=[O:21].Cl[CH2:25][CH2:26][N:27]1[CH2:32][CH2:31][O:30][CH2:29][CH2:28]1.C([O-])([O-])=O.[K+].[K+]. (5) Given the product [Cl:1][CH:2]([CH3:6])[C:3](=[O:4])[CH2:7][CH2:8][C:9]1[CH:14]=[CH:13][CH:12]=[CH:11][CH:10]=1, predict the reactants needed to synthesize it. The reactants are: [Cl:1][CH:2]([CH3:6])[C:3](Cl)=[O:4].[CH2:7]([Mg]Br)[CH2:8][C:9]1[CH:14]=[CH:13][CH:12]=[CH:11][CH:10]=1.